This data is from Catalyst prediction with 721,799 reactions and 888 catalyst types from USPTO. The task is: Predict which catalyst facilitates the given reaction. Reactant: CCN=C=NCCCN(C)C.Cl.[C:13]([OH:23])(=O)[C:14]1[CH:19]=[CH:18][CH:17]=[C:16]([O:20][CH3:21])[CH:15]=1.C(N(CC)CC)C.[NH2:31][CH2:32][CH2:33][NH:34][C:35]1[C:44]([C:45]#[N:46])=[CH:43][C:42]2[C:37](=[CH:38][C:39]([CH3:48])=[CH:40][C:41]=2[CH3:47])[N:36]=1. Product: [C:45]([C:44]1[C:35]([NH:34][CH2:33][CH2:32][NH:31][C:13](=[O:23])[C:14]2[CH:19]=[CH:18][CH:17]=[C:16]([O:20][CH3:21])[CH:15]=2)=[N:36][C:37]2[C:42]([CH:43]=1)=[C:41]([CH3:47])[CH:40]=[C:39]([CH3:48])[CH:38]=2)#[N:46]. The catalyst class is: 2.